From a dataset of Full USPTO retrosynthesis dataset with 1.9M reactions from patents (1976-2016). Predict the reactants needed to synthesize the given product. The reactants are: [CH3:1][S:2]([C:5]1[CH:12]=[CH:11][C:8]([CH:9]=O)=[CH:7][CH:6]=1)(=[O:4])=[O:3].[Br-].[CH3:14][O:15][C:16]1[CH:17]=[C:18]([CH:39]=[CH:40][C:41]=1[O:42][CH3:43])[CH2:19][P+](C1C=CC=CC=1)(C1C=CC=CC=1)C1C=CC=CC=1.[O-]CC.[Li+]. Given the product [CH3:14][O:15][C:16]1[CH:17]=[C:18]([CH:19]=[CH:9][C:8]2[CH:11]=[CH:12][C:5]([S:2]([CH3:1])(=[O:4])=[O:3])=[CH:6][CH:7]=2)[CH:39]=[CH:40][C:41]=1[O:42][CH3:43], predict the reactants needed to synthesize it.